Dataset: hERG potassium channel inhibition data for cardiac toxicity prediction from Karim et al.. Task: Regression/Classification. Given a drug SMILES string, predict its toxicity properties. Task type varies by dataset: regression for continuous values (e.g., LD50, hERG inhibition percentage) or binary classification for toxic/non-toxic outcomes (e.g., AMES mutagenicity, cardiotoxicity, hepatotoxicity). Dataset: herg_karim. (1) The result is 0 (non-blocker). The drug is CN[C@@H](C)C(=O)N[C@@H]1C(=O)N(Cc2c(OC)ccc3ccccc23)c2ccc(C#N)cc2N(C(C)=O)[C@H]1C.Cl. (2) The drug is Cc1[nH]c2ncncc2c1CCNCc1ccc(/C=C/C(=O)NO)cc1. The result is 0 (non-blocker). (3) The compound is Cc1ccc(Cn2c([C@H]3CNCCO3)nc3ccccc32)cc1C. The result is 1 (blocker). (4) The compound is CC(=O)OCC(=O)NC1CCN(Cc2ccc(Oc3nc4ccccc4s3)cc2)CC1. The result is 0 (non-blocker). (5) The compound is CC(C)[C@]1(C(=O)NCc2cc(C(F)(F)F)cc(C(F)(F)F)c2)CC[C@@H](N2CCC(c3cc(Cl)ncn3)CC2)C1. The result is 1 (blocker).